This data is from Forward reaction prediction with 1.9M reactions from USPTO patents (1976-2016). The task is: Predict the product of the given reaction. (1) Given the reactants [OH-:1].[K+].[NH2:3]O.Cl.[CH3:6][N:7]1[C:11]2[CH:12]=[CH:13][CH:14]=[CH:15][C:10]=2[N:9]=[C:8]1[N:16]([CH2:23][C:24]1[CH:33]=[CH:32][C:27]([C:28](OC)=[O:29])=[CH:26][CH:25]=1)[C:17]1[CH:22]=[CH:21][CH:20]=[CH:19][N:18]=1, predict the reaction product. The product is: [NH2:3][OH:1].[OH:1][NH:3][C:28](=[O:29])[C:27]1[CH:26]=[CH:25][C:24]([CH2:23][N:16]([C:8]2[N:7]([CH3:6])[C:11]3[CH:12]=[CH:13][CH:14]=[CH:15][C:10]=3[N:9]=2)[C:17]2[CH:22]=[CH:21][CH:20]=[CH:19][N:18]=2)=[CH:33][CH:32]=1. (2) Given the reactants [N+:1]([C:4]1[CH:9]=[CH:8][C:7]([CH2:10][CH2:11][N:12]2[CH2:16][CH2:15][O:14][C:13]2=[O:17])=[CH:6][CH:5]=1)([O-])=O.[H][H], predict the reaction product. The product is: [NH2:1][C:4]1[CH:9]=[CH:8][C:7]([CH2:10][CH2:11][N:12]2[CH2:16][CH2:15][O:14][C:13]2=[O:17])=[CH:6][CH:5]=1. (3) Given the reactants [CH3:1][S:2]([OH:5])(=[O:4])=[O:3].[S:6]1[C:10]2[CH:11]=[CH:12][CH:13]=[CH:14][C:9]=2[C:8]([N:15]2[CH2:20][CH2:19][N:18]([CH2:21][CH2:22][C:23]3[CH:24]=[C:25]4[C:30](=[C:31]([CH3:34])[C:32]=3[Cl:33])[NH:29][C:28](=[O:35])[CH2:27][C:26]4([CH3:37])[CH3:36])[CH2:17][CH2:16]2)=[N:7]1, predict the reaction product. The product is: [CH3:1][S:2]([OH:5])(=[O:4])=[O:3].[S:6]1[C:10]2[CH:11]=[CH:12][CH:13]=[CH:14][C:9]=2[C:8]([N:15]2[CH2:16][CH2:17][N:18]([CH2:21][CH2:22][C:23]3[CH:24]=[C:25]4[C:30](=[C:31]([CH3:34])[C:32]=3[Cl:33])[NH:29][C:28](=[O:35])[CH2:27][C:26]4([CH3:37])[CH3:36])[CH2:19][CH2:20]2)=[N:7]1. (4) The product is: [S:21]1[C:22]2[CH:33]=[CH:32][CH:31]=[CH:30][C:23]=2[CH:24]=[C:25]1[S:26]([NH:1][C:2]1[CH:7]=[CH:6][C:5]([CH3:8])=[CH:4][C:3]=1[S:9][CH2:10][C:11]1[CH:20]=[CH:19][CH:18]=[CH:17][C:12]=1[C:13]([O:15][CH3:16])=[O:14])(=[O:28])=[O:27]. Given the reactants [NH2:1][C:2]1[CH:7]=[CH:6][C:5]([CH3:8])=[CH:4][C:3]=1[S:9][CH2:10][C:11]1[CH:20]=[CH:19][CH:18]=[CH:17][C:12]=1[C:13]([O:15][CH3:16])=[O:14].[S:21]1[C:25]([S:26](Cl)(=[O:28])=[O:27])=[CH:24][C:23]2[CH:30]=[CH:31][CH:32]=[CH:33][C:22]1=2, predict the reaction product. (5) Given the reactants [CH3:1][O:2][C:3]1[CH:12]=[C:11]([O:13][CH3:14])[CH:10]=[C:9]2[C:4]=1[C:5](=O)[N:6]=[C:7]([C:16]1[CH:21]=[C:20]([CH3:22])[C:19]([O:23]C(=O)C)=[C:18]([CH3:27])[CH:17]=1)[N:8]2[CH3:15].[OH-].[Na+], predict the reaction product. The product is: [OH:23][C:19]1[C:20]([CH3:22])=[CH:21][C:16]([CH:7]2[N:6]=[CH:5][C:4]3[C:9](=[CH:10][C:11]([O:13][CH3:14])=[CH:12][C:3]=3[O:2][CH3:1])[N:8]2[CH3:15])=[CH:17][C:18]=1[CH3:27]. (6) The product is: [C:1]1([C@H:11]2[O:15][C@H:12]2[CH3:13])[C:10]2[C:5](=[CH:6][CH:7]=[CH:8][CH:9]=2)[CH:4]=[CH:3][CH:2]=1. Given the reactants [C:1]1(/[CH:11]=[CH:12]\[CH3:13])[C:10]2[C:5](=[CH:6][CH:7]=[CH:8][CH:9]=2)[CH:4]=[CH:3][CH:2]=1.P([O-])([O-])(O)=[O:15].[Na+].[Na+], predict the reaction product. (7) Given the reactants C1(CCN2C3C(=CC=CC=3)C(O)(C3C(O)=CC4OCOC=4C=3)C2=O)CC1.[C:27]1([CH:33]([C:55]2[CH:60]=[CH:59][CH:58]=[CH:57][CH:56]=2)[N:34]2[C:42]3[C:37](=[CH:38][CH:39]=[CH:40][CH:41]=3)[C:36](O)([C:43]3[C:44]([OH:52])=[CH:45][C:46]4[O:50][CH2:49][CH2:48][C:47]=4[CH:51]=3)[C:35]2=[O:54])[CH:32]=[CH:31][CH:30]=[CH:29][CH:28]=1, predict the reaction product. The product is: [C:55]1([CH:33]([C:27]2[CH:32]=[CH:31][CH:30]=[CH:29][CH:28]=2)[N:34]2[C:42]3[C:37](=[CH:38][CH:39]=[CH:40][CH:41]=3)[CH:36]([C:43]3[C:44]([OH:52])=[CH:45][C:46]4[O:50][CH2:49][CH2:48][C:47]=4[CH:51]=3)[C:35]2=[O:54])[CH:56]=[CH:57][CH:58]=[CH:59][CH:60]=1.